From a dataset of Forward reaction prediction with 1.9M reactions from USPTO patents (1976-2016). Predict the product of the given reaction. (1) The product is: [F:23][C:22]1[CH:21]=[CH:20][C:17]([C:18]#[N:19])=[CH:16][C:15]=1[C:13]([C:8]1[CH:7]=[CH:6][C:5]2[C:10](=[CH:11][CH:12]=[C:3]([OH:2])[CH:4]=2)[CH:9]=1)=[O:14]. Given the reactants C[O:2][C:3]1[CH:4]=[C:5]2[C:10](=[CH:11][CH:12]=1)[CH:9]=[C:8]([C:13]([C:15]1[CH:16]=[C:17]([CH:20]=[CH:21][C:22]=1[F:23])[C:18]#[N:19])=[O:14])[CH:7]=[CH:6]2.B(Br)(Br)Br, predict the reaction product. (2) Given the reactants [I:1][C:2]1[CH:9]=[C:6]([CH:7]=[O:8])[C:5]([OH:10])=[CH:4][CH:3]=1.[O:11]1[CH2:16][CH2:15][CH:14](OS(C)(=O)=O)[CH2:13][CH2:12]1.C([O-])([O-])=O.[K+].[K+], predict the reaction product. The product is: [I:1][C:2]1[CH:3]=[CH:4][C:5]([O:10][CH:14]2[CH2:15][CH2:16][O:11][CH2:12][CH2:13]2)=[C:6]([CH:9]=1)[CH:7]=[O:8].